This data is from Full USPTO retrosynthesis dataset with 1.9M reactions from patents (1976-2016). The task is: Predict the reactants needed to synthesize the given product. (1) Given the product [Br:1][C:2]1[C:10]2[N:9]=[CH:8][N:7]([C:27]([C:21]3[CH:22]=[CH:23][CH:24]=[CH:25][CH:26]=3)=[CH:28][C:29]([O:31][CH2:32][CH3:33])=[O:30])[C:6]=2[CH:5]=[C:4]([C:11]([F:14])([F:13])[F:12])[CH:3]=1, predict the reactants needed to synthesize it. The reactants are: [Br:1][C:2]1[C:10]2[NH:9][CH:8]=[N:7][C:6]=2[CH:5]=[C:4]([C:11]([F:14])([F:13])[F:12])[CH:3]=1.C(=O)([O-])[O-].[K+].[K+].[C:21]1([C:27]#[C:28][C:29]([O:31][CH2:32][CH3:33])=[O:30])[CH:26]=[CH:25][CH:24]=[CH:23][CH:22]=1. (2) Given the product [Cl:1][C:2]1[CH:3]=[C:4]([N+:27]([O-:29])=[O:28])[C:5]([O:9][CH2:10][N:11]2[C:12](=[O:21])[C:13]3=[CH:20][CH:19]=[CH:18][CH:17]=[C:14]3[C:15]2=[O:16])=[C:6]([F:8])[CH:7]=1, predict the reactants needed to synthesize it. The reactants are: [Cl:1][C:2]1[CH:7]=[C:6]([F:8])[C:5]([O:9][CH2:10][N:11]2[C:15](=[O:16])[C:14]3=[CH:17][CH:18]=[CH:19][CH:20]=[C:13]3[C:12]2=[O:21])=[CH:4][CH:3]=1.S(=O)(=O)(O)O.[N+:27]([O-])([OH:29])=[O:28]. (3) Given the product [C:23](=[O:24])([O-:2])[NH2:18].[CH3:17][N:18]1[CH2:23][CH:5]([C:6]2[CH:11]=[CH:10][CH:9]=[CH:8][C:7]=2[C:12]([F:13])([F:14])[F:15])[CH:4]([N+:1]([O-:3])=[O:2])[CH2:27]1, predict the reactants needed to synthesize it. The reactants are: [N+:1](/[CH:4]=[CH:5]/[C:6]1[CH:11]=[CH:10][CH:9]=[CH:8][C:7]=1[C:12]([F:15])([F:14])[F:13])([O-:3])=[O:2].C[CH2:17][N:18]([CH2:23][O:24]C)[Si](C)(C)C.F[C:27](F)(F)C(O)=O. (4) Given the product [Cl:31][C:32]1[CH:33]=[CH:34][C:35]([CH:44]2[CH2:45][CH2:46][N:47]([C:27]([C@@H:20]3[CH2:21][C@H:22]([N:24]([CH3:25])[CH3:26])[CH2:23][C@H:19]3[C:13]3[CH:14]=[CH:15][C:16]([F:18])=[CH:17][C:12]=3[F:11])=[O:29])[CH2:48][CH2:49]2)=[C:36]([C@@H:38]([NH:40][C:41](=[O:43])[CH3:42])[CH3:39])[CH:37]=1, predict the reactants needed to synthesize it. The reactants are: C(N(CC)C(C)C)(C)C.Cl.[F:11][C:12]1[CH:17]=[C:16]([F:18])[CH:15]=[CH:14][C:13]=1[C@@H:19]1[CH2:23][C@@H:22]([N:24]([CH3:26])[CH3:25])[CH2:21][C@H:20]1[C:27]([OH:29])=O.Cl.[Cl:31][C:32]1[CH:33]=[CH:34][C:35]([CH:44]2[CH2:49][CH2:48][NH:47][CH2:46][CH2:45]2)=[C:36]([C@@H:38]([NH:40][C:41](=[O:43])[CH3:42])[CH3:39])[CH:37]=1.F[P-](F)(F)(F)(F)F.N1(OC(N(C)C)=[N+](C)C)C2N=CC=CC=2N=N1. (5) The reactants are: [NH2:1][C:2]1[C:11]2[C:6](=[CH:7][CH:8]=[CH:9][CH:10]=2)[C:5]([Br:12])=[CH:4][C:3]=1[C:13]([OH:15])=O.F[P-](F)(F)(F)(F)F.N1(O[P+](N(C)C)(N(C)C)N(C)C)C2C=CC=CC=2N=N1.[Cl-].[OH:44][C@@H:45]1[C@@H:50]([NH3+:51])[CH2:49][CH2:48][O:47][CH2:46]1.C(N(CC)CC)C. Given the product [NH2:1][C:2]1[C:11]2[C:6](=[CH:7][CH:8]=[CH:9][CH:10]=2)[C:5]([Br:12])=[CH:4][C:3]=1[C:13]([NH:51][C@H:50]1[CH2:49][CH2:48][O:47][CH2:46][C@@H:45]1[OH:44])=[O:15], predict the reactants needed to synthesize it.